This data is from Forward reaction prediction with 1.9M reactions from USPTO patents (1976-2016). The task is: Predict the product of the given reaction. (1) Given the reactants [OH:1]OS([O-])=O.[K+].[C:7]([C:11]1[N:15]([CH2:16][CH:17]2[CH2:22][CH2:21][C:20]([F:24])([F:23])[CH2:19][CH2:18]2)[C:14]2[CH:25]=[CH:26][C:27]([S:29]([N:32]3[CH:36]=[C:35]([CH:37]=[O:38])[CH:34]=[N:33]3)(=[O:31])=[O:30])=[CH:28][C:13]=2[N:12]=1)([CH3:10])([CH3:9])[CH3:8], predict the reaction product. The product is: [C:7]([C:11]1[N:15]([CH2:16][CH:17]2[CH2:22][CH2:21][C:20]([F:24])([F:23])[CH2:19][CH2:18]2)[C:14]2[CH:25]=[CH:26][C:27]([S:29]([N:32]3[CH:36]=[C:35]([C:37]([OH:1])=[O:38])[CH:34]=[N:33]3)(=[O:31])=[O:30])=[CH:28][C:13]=2[N:12]=1)([CH3:10])([CH3:8])[CH3:9]. (2) Given the reactants [ClH:1].C(OCC)C.[CH3:7][NH:8][C:9]1[N:14]=[C:13]([NH:15][CH2:16][CH2:17][CH3:18])[N:12]=[C:11]([NH:19][CH2:20][C:21]#[CH:22])[N:10]=1, predict the reaction product. The product is: [ClH:1].[CH3:7][NH:8][C:9]1[N:10]=[C:11]([NH:19][CH2:20][CH2:21][CH3:22])[N:12]=[C:13]([NH:15][CH2:16][C:17]#[CH:18])[N:14]=1.